This data is from Forward reaction prediction with 1.9M reactions from USPTO patents (1976-2016). The task is: Predict the product of the given reaction. (1) Given the reactants [CH2:1]([O:3][C:4]1[CH:9]=[CH:8][C:7]([C:10]2[Se:11][CH:12]=[CH:13][CH:14]=2)=[C:6]([F:15])[C:5]=1[F:16])[CH3:2].[Li][CH2:18]CCC.CI.[Cl-].[NH4+].N, predict the reaction product. The product is: [CH2:1]([O:3][C:4]1[CH:9]=[CH:8][C:7]([C:10]2[Se:11][C:12]([CH3:18])=[CH:13][CH:14]=2)=[C:6]([F:15])[C:5]=1[F:16])[CH3:2]. (2) Given the reactants [F:1][C:2]1[CH:3]=[C:4]([NH2:18])[CH:5]=[CH:6][C:7]=1[O:8][C:9]1[C:10]2[CH:17]=[CH:16][NH:15][C:11]=2[N:12]=[CH:13][N:14]=1.[F:19][C:20]1[CH:25]=[CH:24][C:23]([NH:26][C:27]([C:29]2([C:32](O)=[O:33])[CH2:31][CH2:30]2)=[O:28])=[CH:22][CH:21]=1.CN(C(ON1N=NC2C=CC=NC1=2)=[N+](C)C)C.F[P-](F)(F)(F)(F)F.C(N(CC)CC)C, predict the reaction product. The product is: [F:19][C:20]1[CH:21]=[CH:22][C:23]([NH:26][C:27]([C:29]2([C:32]([NH:18][C:4]3[CH:5]=[CH:6][C:7]([O:8][C:9]4[C:10]5[CH:17]=[CH:16][NH:15][C:11]=5[N:12]=[CH:13][N:14]=4)=[C:2]([F:1])[CH:3]=3)=[O:33])[CH2:31][CH2:30]2)=[O:28])=[CH:24][CH:25]=1. (3) Given the reactants [Br:1][C:2]1[CH:7]=[C:6]([CH3:8])[CH:5]=[CH:4][N:3]=1.C([O:11][C:12](=O)[C:13]1[CH:18]=[CH:17][C:16]([F:19])=[C:15]([Cl:20])[CH:14]=1)C, predict the reaction product. The product is: [Br:1][C:2]1[CH:7]=[C:6]([CH2:8][C:12]([C:13]2[CH:18]=[CH:17][C:16]([F:19])=[C:15]([Cl:20])[CH:14]=2)=[O:11])[CH:5]=[CH:4][N:3]=1.